This data is from Full USPTO retrosynthesis dataset with 1.9M reactions from patents (1976-2016). The task is: Predict the reactants needed to synthesize the given product. (1) Given the product [C:6]([NH2:8])(=[O:7])[C:5]1[CH:26]=[CH:27][CH:2]=[N:3][CH:4]=1, predict the reactants needed to synthesize it. The reactants are: Cl[C:2]1[CH:27]=[CH:26][C:5]([C:6]([NH:8]C2C=CC(Cl)=C(NC(=O)C3C=CC=C(Cl)C=3)C=2)=[O:7])=[CH:4][N:3]=1.C[C@H]1CNC[C@@H](C)N1. (2) Given the product [CH2:23]([O:22][C:20](=[O:21])[CH2:19][CH2:18][S:1][C:2]1[CH:3]=[C:4]([CH:8]=[CH:9][CH:10]=1)[C:5]([OH:7])=[O:6])[CH3:24], predict the reactants needed to synthesize it. The reactants are: [SH:1][C:2]1[CH:3]=[C:4]([CH:8]=[CH:9][CH:10]=1)[C:5]([OH:7])=[O:6].C(=O)([O-])[O-].[K+].[K+].Br[CH2:18][CH2:19][C:20]([O:22][CH2:23][CH3:24])=[O:21]. (3) Given the product [NH2:1][C:2]1[CH:3]=[C:4]([CH:8]=[CH:9][C:10]=1[Cl:11])[C:5]([NH:50][CH2:49][C:48]1[CH:51]=[CH:52][CH:53]=[C:46]([Cl:45])[CH:47]=1)=[O:7], predict the reactants needed to synthesize it. The reactants are: [NH2:1][C:2]1[CH:3]=[C:4]([CH:8]=[CH:9][C:10]=1[Cl:11])[C:5]([OH:7])=O.CN(C(ON1N=NC2C=CC=CC1=2)=[N+](C)C)C.F[P-](F)(F)(F)(F)F.CCN(C(C)C)C(C)C.[Cl:45][C:46]1[CH:47]=[C:48]([CH:51]=[CH:52][CH:53]=1)[CH2:49][NH2:50]. (4) Given the product [Cl:10][C:6]1[N:5]=[CH:4][N:3]=[C:2]([N:18]([CH2:17][C:16]2[CH:29]=[CH:30][C:13]([O:12][CH3:11])=[CH:14][CH:15]=2)[CH2:19][CH2:20][CH2:21][C:22]([O:24][C:25]([CH3:28])([CH3:26])[CH3:27])=[O:23])[C:7]=1[CH:8]=[O:9], predict the reactants needed to synthesize it. The reactants are: Cl[C:2]1[C:7]([CH:8]=[O:9])=[C:6]([Cl:10])[N:5]=[CH:4][N:3]=1.[CH3:11][O:12][C:13]1[CH:30]=[CH:29][C:16]([CH2:17][NH:18][CH2:19][CH2:20][CH2:21][C:22]([O:24][C:25]([CH3:28])([CH3:27])[CH3:26])=[O:23])=[CH:15][CH:14]=1.P([O-])([O-])([O-])=O.[K+].[K+].[K+]. (5) Given the product [ClH:27].[F:1][C:2]1[CH:7]=[CH:6][CH:5]=[CH:4][C:3]=1[N:8]1[CH2:12][CH2:11][N:10]([CH:13]2[CH2:14][CH2:15][NH:16][CH2:17][CH2:18]2)[C:9]1=[O:26], predict the reactants needed to synthesize it. The reactants are: [F:1][C:2]1[CH:7]=[CH:6][CH:5]=[CH:4][C:3]=1[N:8]1[CH2:12][CH2:11][N:10]([CH:13]2[CH2:18][CH2:17][N:16](C(OC(C)(C)C)=O)[CH2:15][CH2:14]2)[C:9]1=[O:26].[ClH:27].C(OCC)C. (6) Given the product [CH2:8]([N:7]([CH2:10][CH3:11])[C:5](=[O:6])[C:4]1[CH:12]=[CH:13][CH:14]=[C:2]([C:18]2[CH:19]=[CH:20][N:15]=[CH:16][CH:17]=2)[CH:3]=1)[CH3:9], predict the reactants needed to synthesize it. The reactants are: Br[C:2]1[CH:3]=[C:4]([CH:12]=[CH:13][CH:14]=1)[C:5]([N:7]([CH2:10][CH3:11])[CH2:8][CH3:9])=[O:6].[N:15]1[CH:20]=[CH:19][C:18](B(O)O)=[CH:17][CH:16]=1.C(=O)([O-])[O-].[Na+].[Na+].C(OCC)(=O)C. (7) Given the product [F:1][C:2]1[CH:7]=[CH:6][CH:5]=[C:4]2[C:3]=1[N:14]=[C:15]([N:29]1[CH2:34][CH2:33][N:32]([C:2]3[CH:7]=[CH:6][CH:5]=[C:4]([CH3:8])[CH:3]=3)[CH2:31][CH2:30]1)[N:16]([C:17]1[CH:22]=[C:21]([C:23]([F:26])([F:25])[F:24])[CH:20]=[CH:19][C:18]=1[O:27][CH3:28])[CH:8]2[CH2:9][C:10]([O:12][CH3:13])=[O:11], predict the reactants needed to synthesize it. The reactants are: [F:1][C:2]1[C:3]([N:14]=[C:15]=[N:16][C:17]2[CH:22]=[C:21]([C:23]([F:26])([F:25])[F:24])[CH:20]=[CH:19][C:18]=2[O:27][CH3:28])=[C:4](/[CH:8]=[CH:9]/[C:10]([O:12][CH3:13])=[O:11])[CH:5]=[CH:6][CH:7]=1.[NH:29]1[CH2:34][CH2:33][NH:32][CH2:31][CH2:30]1. (8) Given the product [O:26]=[S:24]1(=[O:25])[C:27]2[CH:35]=[CH:34][CH:33]=[CH:32][C:28]=2[C:29](=[O:31])[N:23]1[C:21]1[CH:22]=[C:17]([CH:18]=[CH:19][C:20]=1[CH3:36])[C:15]([N:12]1[CH2:11][CH2:10][CH:9]([C:6]2[CH:7]=[CH:8][C:3]([C:1]#[N:2])=[CH:4][CH:5]=2)[CH2:14][CH2:13]1)=[O:16], predict the reactants needed to synthesize it. The reactants are: [C:1]([C:3]1[CH:8]=[CH:7][C:6]([CH:9]2[CH2:14][CH2:13][N:12]([C:15]([C:17]3[CH:18]=[CH:19][C:20]([CH3:36])=[C:21]([NH:23][S:24]([C:27]4[CH:35]=[CH:34][CH:33]=[CH:32][C:28]=4[C:29]([OH:31])=O)(=[O:26])=[O:25])[CH:22]=3)=[O:16])[CH2:11][CH2:10]2)=[CH:5][CH:4]=1)#[N:2].N.Cl.CN(C)CCCN=C=NCC.CCOC(C)=O.